From a dataset of Forward reaction prediction with 1.9M reactions from USPTO patents (1976-2016). Predict the product of the given reaction. (1) Given the reactants [C:1]([O:5][C:6]([NH:8][C:9]1[CH:17]=[CH:16][C:15]([O:18][C:19]([F:22])([F:21])[F:20])=[CH:14][C:10]=1[C:11](O)=[O:12])=[O:7])([CH3:4])([CH3:3])[CH3:2].Cl.[CH3:24][O:25][C:26](=[O:29])[CH2:27][NH2:28].O.ON1C2C=CC=CC=2N=N1.Cl.C(N=C=NCCCN(C)C)C, predict the reaction product. The product is: [C:1]([O:5][C:6]([NH:8][C:9]1[CH:17]=[CH:16][C:15]([O:18][C:19]([F:20])([F:21])[F:22])=[CH:14][C:10]=1[C:11]([NH:28][CH2:27][C:26]([O:25][CH3:24])=[O:29])=[O:12])=[O:7])([CH3:4])([CH3:2])[CH3:3]. (2) Given the reactants [OH:1][C:2]1[CH:9]=[C:8]([O:10][CH3:11])[CH:7]=[CH:6][C:3]=1[CH:4]=[O:5].[OH-].[K+].[CH2:14](Br)[C:15]1[CH:20]=[CH:19][CH:18]=[CH:17][CH:16]=1.CCCCCC, predict the reaction product. The product is: [CH2:14]([O:1][C:2]1[CH:9]=[C:8]([O:10][CH3:11])[CH:7]=[CH:6][C:3]=1[CH:4]=[O:5])[C:15]1[CH:20]=[CH:19][CH:18]=[CH:17][CH:16]=1. (3) Given the reactants [Cl:1][C:2]1[C:3]([O:18][C:19]2[CH:24]=[CH:23][N:22]=[C:21]([C:25]3[CH:26]=[N:27][N:28]([CH3:30])[CH:29]=3)[CH:20]=2)=[CH:4][C:5]([F:17])=[C:6]([NH:8][C:9]([N:11]2[CH2:15][CH2:14][NH:13][C:12]2=[O:16])=[O:10])[CH:7]=1.[H-].[Na+].[C:33]([CH:37]1[CH2:39][O:38]1)([CH3:36])([CH3:35])[CH3:34].O, predict the reaction product. The product is: [Cl:1][C:2]1[C:3]([O:18][C:19]2[CH:24]=[CH:23][N:22]=[C:21]([C:25]3[CH:26]=[N:27][N:28]([CH3:30])[CH:29]=3)[CH:20]=2)=[CH:4][C:5]([F:17])=[C:6]([NH:8][C:9]([N:11]2[CH2:15][CH2:14][N:13]([CH2:39][CH:37]([OH:38])[C:33]([CH3:36])([CH3:35])[CH3:34])[C:12]2=[O:16])=[O:10])[CH:7]=1. (4) Given the reactants [CH3:1][C:2]1[CH:7]=[CH:6][C:5]([C:8]2[O:12][N:11]=[CH:10][C:9]=2[C:13]([OH:15])=O)=[CH:4][CH:3]=1.[Cl:16][C:17]1[CH:22]=[CH:21][C:20]([C:23]2([OH:29])[CH2:28][CH2:27][NH:26][CH2:25][CH2:24]2)=[CH:19][CH:18]=1, predict the reaction product. The product is: [Cl:16][C:17]1[CH:22]=[CH:21][C:20]([C:23]2([OH:29])[CH2:24][CH2:25][N:26]([C:13]([C:9]3[CH:10]=[N:11][O:12][C:8]=3[C:5]3[CH:4]=[CH:3][C:2]([CH3:1])=[CH:7][CH:6]=3)=[O:15])[CH2:27][CH2:28]2)=[CH:19][CH:18]=1. (5) Given the reactants [CH3:1][C:2]1[S:3][CH:4]=[C:5]([C:7]([OH:9])=O)[N:6]=1.[NH2:10][C:11]1[CH:12]=[C:13]([CH:30]=[CH:31][C:32]=1[CH3:33])[O:14][C:15]1[CH:16]=[CH:17][C:18]2[N:19]([CH:21]=[C:22]([NH:24][C:25]([CH:27]3[CH2:29][CH2:28]3)=[O:26])[N:23]=2)[N:20]=1.ON1C2C=CC=CC=2N=N1.Cl.C(N=C=NCCCN(C)C)C.C(N(CC)CC)C, predict the reaction product. The product is: [CH:27]1([C:25]([NH:24][C:22]2[N:23]=[C:18]3[CH:17]=[CH:16][C:15]([O:14][C:13]4[CH:30]=[CH:31][C:32]([CH3:33])=[C:11]([NH:10][C:7]([C:5]5[N:6]=[C:2]([CH3:1])[S:3][CH:4]=5)=[O:9])[CH:12]=4)=[N:20][N:19]3[CH:21]=2)=[O:26])[CH2:28][CH2:29]1. (6) Given the reactants Cl[C:2]1[CH:7]=[CH:6][N:5]=[C:4]2[CH:8]=[C:9]([C:11]3[N:15]([CH3:16])[C:14]([C:17]([N:19]4[CH2:24][CH2:23][N:22]([CH3:25])[CH2:21][CH2:20]4)=[O:18])=[N:13][CH:12]=3)[S:10][C:3]=12.[CH3:26][C:27]1[NH:28][C:29]2[C:34]([CH:35]=1)=[CH:33][C:32]([NH2:36])=[CH:31][CH:30]=2, predict the reaction product. The product is: [CH3:16][N:15]1[C:11]([C:9]2[S:10][C:3]3[C:4](=[N:5][CH:6]=[CH:7][C:2]=3[NH:36][C:32]3[CH:33]=[C:34]4[C:29](=[CH:30][CH:31]=3)[NH:28][C:27]([CH3:26])=[CH:35]4)[CH:8]=2)=[CH:12][N:13]=[C:14]1[C:17]([N:19]1[CH2:24][CH2:23][N:22]([CH3:25])[CH2:21][CH2:20]1)=[O:18]. (7) Given the reactants [F:1][C:2]1[C:13]([N+:14]([O-])=O)=[CH:12][C:5]2[N:6]([CH3:11])[C:7](=[O:10])[N:8]([CH3:9])[C:4]=2[CH:3]=1.[H][H], predict the reaction product. The product is: [NH2:14][C:13]1[C:2]([F:1])=[CH:3][C:4]2[N:8]([CH3:9])[C:7](=[O:10])[N:6]([CH3:11])[C:5]=2[CH:12]=1. (8) Given the reactants C1(S([N:10]2[C:14]3=[N:15][CH:16]=[C:17]([Cl:19])[CH:18]=[C:13]3[C:12]([CH2:20][C:21]3[CH:22]=[CH:23][C:24]([NH:27][CH2:28][C:29]4[C:30]([O:37][CH3:38])=[N:31][C:32]([O:35][CH3:36])=[CH:33][CH:34]=4)=[N:25][CH:26]=3)=[CH:11]2)(=O)=O)C=CC=CC=1.[OH-].[K+].O, predict the reaction product. The product is: [Cl:19][C:17]1[CH:18]=[C:13]2[C:12]([CH2:20][C:21]3[CH:22]=[CH:23][C:24]([NH:27][CH2:28][C:29]4[C:30]([O:37][CH3:38])=[N:31][C:32]([O:35][CH3:36])=[CH:33][CH:34]=4)=[N:25][CH:26]=3)=[CH:11][NH:10][C:14]2=[N:15][CH:16]=1. (9) Given the reactants [C:1]([N:20]1[CH:24]=[C:23]([C:25]2[N:29]=[C:28]([C:30]([OH:32])=O)[O:27][N:26]=2)[N:22]=[CH:21]1)([C:14]1[CH:19]=[CH:18][CH:17]=[CH:16][CH:15]=1)([C:8]1[CH:13]=[CH:12][CH:11]=[CH:10][CH:9]=1)[C:2]1[CH:7]=[CH:6][CH:5]=[CH:4][CH:3]=1.[NH2:33][C@@H:34]([CH3:50])[CH2:35][N:36]1[CH:40]=[CH:39][C:38]([C:41]2[CH:48]=[CH:47][C:44]([C:45]#[N:46])=[C:43]([Cl:49])[CH:42]=2)=[N:37]1, predict the reaction product. The product is: [Cl:49][C:43]1[CH:42]=[C:41]([C:38]2[CH:39]=[CH:40][N:36]([CH2:35][C@@H:34]([NH:33][C:30]([C:28]3[O:27][N:26]=[C:25]([C:23]4[N:22]=[CH:21][N:20]([C:1]([C:14]5[CH:19]=[CH:18][CH:17]=[CH:16][CH:15]=5)([C:2]5[CH:3]=[CH:4][CH:5]=[CH:6][CH:7]=5)[C:8]5[CH:13]=[CH:12][CH:11]=[CH:10][CH:9]=5)[CH:24]=4)[N:29]=3)=[O:32])[CH3:50])[N:37]=2)[CH:48]=[CH:47][C:44]=1[C:45]#[N:46]. (10) Given the reactants [OH:1][C:2]1[CH:7]=[CH:6][C:5]([C:8]([C:17]2[CH:22]=[CH:21][C:20]([OH:23])=[CH:19][CH:18]=2)([C:10]2[CH:15]=[CH:14][C:13]([OH:16])=[CH:12][CH:11]=2)[CH3:9])=[CH:4][CH:3]=1.[O:24]1[CH:29]=[CH:28][CH2:27][CH2:26][CH2:25]1, predict the reaction product. The product is: [O:24]1[CH2:25][CH2:26][CH2:27][CH2:28][CH:29]1[O:1][C:2]1[CH:7]=[CH:6][C:5]([C:8]([C:10]2[CH:15]=[CH:14][C:13]([O:16][CH:25]3[CH2:26][CH2:27][CH2:28][CH2:29][O:24]3)=[CH:12][CH:11]=2)([C:17]2[CH:18]=[CH:19][C:20]([O:23][CH:29]3[CH2:28][CH2:27][CH2:26][CH2:25][O:24]3)=[CH:21][CH:22]=2)[CH3:9])=[CH:4][CH:3]=1.